From a dataset of NCI-60 drug combinations with 297,098 pairs across 59 cell lines. Regression. Given two drug SMILES strings and cell line genomic features, predict the synergy score measuring deviation from expected non-interaction effect. Drug 1: C1CCC(CC1)NC(=O)N(CCCl)N=O. Drug 2: CN(CC1=CN=C2C(=N1)C(=NC(=N2)N)N)C3=CC=C(C=C3)C(=O)NC(CCC(=O)O)C(=O)O. Cell line: SK-MEL-28. Synergy scores: CSS=21.5, Synergy_ZIP=-4.50, Synergy_Bliss=-1.24, Synergy_Loewe=-3.51, Synergy_HSA=-2.87.